This data is from NCI-60 drug combinations with 297,098 pairs across 59 cell lines. The task is: Regression. Given two drug SMILES strings and cell line genomic features, predict the synergy score measuring deviation from expected non-interaction effect. (1) Drug 1: CC1C(C(CC(O1)OC2CC(CC3=C2C(=C4C(=C3O)C(=O)C5=C(C4=O)C(=CC=C5)OC)O)(C(=O)CO)O)N)O.Cl. Drug 2: CCCCC(=O)OCC(=O)C1(CC(C2=C(C1)C(=C3C(=C2O)C(=O)C4=C(C3=O)C=CC=C4OC)O)OC5CC(C(C(O5)C)O)NC(=O)C(F)(F)F)O. Cell line: SNB-19. Synergy scores: CSS=48.3, Synergy_ZIP=-1.74, Synergy_Bliss=-3.15, Synergy_Loewe=-14.1, Synergy_HSA=0.149. (2) Drug 1: C1=CC(=C2C(=C1NCCNCCO)C(=O)C3=C(C=CC(=C3C2=O)O)O)NCCNCCO. Drug 2: CCCS(=O)(=O)NC1=C(C(=C(C=C1)F)C(=O)C2=CNC3=C2C=C(C=N3)C4=CC=C(C=C4)Cl)F. Cell line: U251. Synergy scores: CSS=48.1, Synergy_ZIP=0.535, Synergy_Bliss=0.0148, Synergy_Loewe=-17.8, Synergy_HSA=0.886.